This data is from Peptide-MHC class II binding affinity with 134,281 pairs from IEDB. The task is: Regression. Given a peptide amino acid sequence and an MHC pseudo amino acid sequence, predict their binding affinity value. This is MHC class II binding data. The peptide sequence is GRHLIFCHSKRKCDELATKL. The MHC is DRB1_0401 with pseudo-sequence DRB1_0401. The binding affinity (normalized) is 0.